From a dataset of Full USPTO retrosynthesis dataset with 1.9M reactions from patents (1976-2016). Predict the reactants needed to synthesize the given product. (1) Given the product [CH3:41][N:42]([CH2:2][C:3]1[N:7]([C:8]2[CH:9]=[C:10]([C:14]3[CH2:20][C:19](=[O:21])[NH:18][C:17]4[CH:22]=[C:23]([C:32]([F:33])([F:35])[F:34])[C:24]([N:26]([CH2:28][CH:29]([CH3:30])[CH3:31])[CH3:27])=[CH:25][C:16]=4[N:15]=3)[CH:11]=[CH:12][CH:13]=2)[N:6]=[N:5][CH:4]=1)[CH3:43], predict the reactants needed to synthesize it. The reactants are: O[CH2:2][C:3]1[N:7]([C:8]2[CH:9]=[C:10]([C:14]3[CH2:20][C:19](=[O:21])[NH:18][C:17]4[CH:22]=[C:23]([C:32]([F:35])([F:34])[F:33])[C:24]([N:26]([CH2:28][CH:29]([CH3:31])[CH3:30])[CH3:27])=[CH:25][C:16]=4[N:15]=3)[CH:11]=[CH:12][CH:13]=2)[N:6]=[N:5][CH:4]=1.S(Cl)(Cl)=O.[Cl-].[CH3:41][NH:42][CH3:43]. (2) The reactants are: O=[O+][O-].[CH2:4]([C:7]1([C:23]([O:25][CH3:26])=[O:24])[CH2:12][CH2:11][N:10]([C:13]([O:15][CH2:16][C:17]2[CH:22]=[CH:21][CH:20]=[CH:19][CH:18]=2)=[O:14])[CH2:9][CH2:8]1)[CH:5]=C.S(OC)(OC)(=O)=[O:28].C(N(CC)CC)C. Given the product [O:28]=[CH:5][CH2:4][C:7]1([C:23]([O:25][CH3:26])=[O:24])[CH2:12][CH2:11][N:10]([C:13]([O:15][CH2:16][C:17]2[CH:18]=[CH:19][CH:20]=[CH:21][CH:22]=2)=[O:14])[CH2:9][CH2:8]1, predict the reactants needed to synthesize it. (3) Given the product [Br:1][C:2]1[CH:3]=[C:4]2[C:9](=[CH:10][CH:11]=1)[N:8]=[C:7]([Cl:12])[C:6]([CH2:13][C:14]([F:17])([F:16])[F:15])=[C:5]2[O:20][CH3:19], predict the reactants needed to synthesize it. The reactants are: [Br:1][C:2]1[CH:3]=[C:4]2[C:9](=[CH:10][CH:11]=1)[N:8]=[C:7]([Cl:12])[C:6]([CH2:13][C:14]([F:17])([F:16])[F:15])=[C:5]2Cl.[CH3:19][O-:20].[Na+]. (4) Given the product [CH3:29][C:17]1[CH:22]=[C:21]([CH3:23])[CH:20]=[C:19]([CH3:24])[C:18]=1[S:25]([NH:14][CH:3]([CH2:4][C:5]1[C:13]2[C:8](=[CH:9][CH:10]=[CH:11][CH:12]=2)[NH:7][CH:6]=1)[C:2]([F:1])([F:15])[F:16])(=[O:26])=[O:27], predict the reactants needed to synthesize it. The reactants are: [F:1][C:2]([F:16])([F:15])[CH:3]([NH2:14])[CH2:4][C:5]1[C:13]2[C:8](=[CH:9][CH:10]=[CH:11][CH:12]=2)[NH:7][CH:6]=1.[C:17]1([CH3:29])[CH:22]=[C:21]([CH3:23])[CH:20]=[C:19]([CH3:24])[C:18]=1[S:25](Cl)(=[O:27])=[O:26]. (5) Given the product [NH2:25][C:14]1[N:13]=[C:12]([N:8]2[CH:7]([CH3:26])[CH2:6][C:5]3[C:10](=[CH:11][C:2]([C:46]4[CH:45]=[N:44][N:43]([CH:40]5[CH2:39][CH2:38][N:37]([CH2:36][CH2:35][OH:34])[CH2:42][CH2:41]5)[CH:47]=4)=[CH:3][CH:4]=3)[CH2:9]2)[CH:17]=[C:16]([N:18]2[CH2:19][CH2:20][N:21]([CH3:24])[CH2:22][CH2:23]2)[N:15]=1, predict the reactants needed to synthesize it. The reactants are: Br[C:2]1[CH:11]=[C:10]2[C:5]([CH2:6][CH:7]([CH3:26])[N:8]([C:12]3[CH:17]=[C:16]([N:18]4[CH2:23][CH2:22][N:21]([CH3:24])[CH2:20][CH2:19]4)[N:15]=[C:14]([NH2:25])[N:13]=3)[CH2:9]2)=[CH:4][CH:3]=1.[Si]([O:34][CH2:35][CH2:36][N:37]1[CH2:42][CH2:41][CH:40]([N:43]2[CH:47]=[C:46](B3OC(C)(C)C(C)(C)O3)[CH:45]=[N:44]2)[CH2:39][CH2:38]1)(C(C)(C)C)(C)C.C(=O)(O)[O-].[Na+].O1CCOCC1. (6) The reactants are: [NH2:1][C:2]1[CH:3]=[C:4]([C:9]2[CH:15]=[CH:14][C:12]([NH2:13])=[C:11]([NH2:16])[CH:10]=2)[CH:5]=[CH:6][C:7]=1[NH2:8].[C:17]1(=O)[CH2:22][CH2:21][CH2:20][CH2:19][CH2:18]1. Given the product [C:17]1(=[N:1][C:2]2[CH:3]=[C:4]([C:9]3[CH:15]=[CH:14][C:12]([N:13]=[C:2]4[CH2:3][CH2:4][CH2:5][CH2:6][CH2:7]4)=[C:11]([N:16]=[C:9]4[CH2:15][CH2:14][CH2:12][CH2:11][CH2:10]4)[CH:10]=3)[CH:5]=[CH:6][C:7]=2[N:8]=[C:17]2[CH2:22][CH2:21][CH2:20][CH2:19][CH2:18]2)[CH2:22][CH2:21][CH2:20][CH2:19][CH2:18]1, predict the reactants needed to synthesize it. (7) Given the product [Br:4][CH2:5][C:6]1[C:15]2[C:10](=[CH:11][C:12]([OH:16])=[CH:13][CH:14]=2)[O:9][C:8](=[O:20])[CH:7]=1, predict the reactants needed to synthesize it. The reactants are: C[O-].[Na+].[Br:4][CH2:5][C:6]1[C:15]2[C:10](=[CH:11][C:12]([O:16]C(=O)C)=[CH:13][CH:14]=2)[O:9][C:8](=[O:20])[CH:7]=1. (8) Given the product [CH2:34]([N:38]1[C:43](=[O:44])[C:42]([CH2:45][NH:11][CH2:14][C:19]#[CH:18])=[CH:41][C:40]([C:51]2[CH:56]=[CH:55][C:54]([S:57][CH3:58])=[CH:53][CH:52]=2)=[N:39]1)[CH:35]([CH3:37])[CH3:36], predict the reactants needed to synthesize it. The reactants are: C(OC(N1CC[N:11]([C:14]2C(=O)N(CC(C)C)N=[C:18](C3C=CC(C)=C(F)C=3)[C:19]=2C)CC1)=O)(C)(C)C.[CH2:34]([N:38]1[C:43](=[O:44])[C:42]([CH2:45]OS(C)(=O)=O)=[CH:41][C:40]([C:51]2[CH:56]=[CH:55][C:54]([S:57][CH3:58])=[CH:53][CH:52]=2)=[N:39]1)[CH:35]([CH3:37])[CH3:36].C(N)C#C.